This data is from Reaction yield outcomes from USPTO patents with 853,638 reactions. The task is: Predict the reaction yield, written as a fraction of the theoretical maximum amount of product (1.0 means a 100% yield; for example, 0.34 means a 34% yield). (1) The yield is 0.830. The product is [CH2:1]([NH:3][C:4]([NH:6][C:7]1[S:8][C:9]2[C:15]([C:16]#[CH:17])=[CH:14][C:13]([C:22]3[CH:27]=[N:26][C:25]([N:28]4[CH2:29][CH2:30][C:31]([CH3:39])([C:34]([O:36][CH2:37][CH3:38])=[O:35])[CH2:32][CH2:33]4)=[N:24][CH:23]=3)=[CH:12][C:10]=2[N:11]=1)=[O:5])[CH3:2]. The catalyst is CCO. The reactants are [CH2:1]([NH:3][C:4]([NH:6][C:7]1[S:8][C:9]2[C:15]([C:16]#[C:17][Si](C)(C)C)=[CH:14][C:13]([C:22]3[CH:23]=[N:24][C:25]([N:28]4[CH2:33][CH2:32][C:31]([CH3:39])([C:34]([O:36][CH2:37][CH3:38])=[O:35])[CH2:30][CH2:29]4)=[N:26][CH:27]=3)=[CH:12][C:10]=2[N:11]=1)=[O:5])[CH3:2].[OH-].[K+]. (2) The reactants are Cl[C:2](OC(Cl)(Cl)Cl)=[O:3].[CH3:9][O:10][C:11]1[CH:27]=[CH:26][C:14]([CH2:15][NH:16][C:17]2[N:25]=[CH:24][CH:23]=[CH:22][C:18]=2[C:19]([OH:21])=[O:20])=[CH:13][CH:12]=1. The catalyst is O1CCOCC1. The product is [CH3:9][O:10][C:11]1[CH:12]=[CH:13][C:14]([CH2:15][N:16]2[C:17]3[N:25]=[CH:24][CH:23]=[CH:22][C:18]=3[C:19](=[O:21])[O:20][C:2]2=[O:3])=[CH:26][CH:27]=1. The yield is 0.670. (3) The reactants are CCN(C(C)C)C(C)C.[C:10]1([N:16]2[CH:20]=[C:19]([C:21]([OH:23])=O)[N:18]=[CH:17]2)[CH:15]=[CH:14][CH:13]=[CH:12][CH:11]=1.C1C=CC2N(O)N=NC=2C=1.CCN=C=NCCCN(C)C.Cl.[NH2:46][CH2:47][C:48]([N:50]1[CH2:55][CH2:54][CH:53]([O:56][C:57]2[CH:62]=[C:61]([F:63])[CH:60]=[CH:59][C:58]=2[F:64])[CH2:52][CH2:51]1)=[O:49]. The catalyst is CN(C=O)C.O. The product is [F:64][C:58]1[CH:59]=[CH:60][C:61]([F:63])=[CH:62][C:57]=1[O:56][CH:53]1[CH2:54][CH2:55][N:50]([C:48](=[O:49])[CH2:47][NH:46][C:21]([C:19]2[N:18]=[CH:17][N:16]([C:10]3[CH:11]=[CH:12][CH:13]=[CH:14][CH:15]=3)[CH:20]=2)=[O:23])[CH2:51][CH2:52]1. The yield is 0.496. (4) The reactants are [S:1]([N:11]1[CH2:18][CH2:17][CH2:16][C@H:12]1[C:13]([OH:15])=O)([C:4]1[CH:10]=[CH:9][C:7]([CH3:8])=[CH:6][CH:5]=1)(=[O:3])=[O:2].Cl.[NH2:20][C@@H:21]([CH2:26][NH:27][C:28]([O:30][C:31]([CH3:34])([CH3:33])[CH3:32])=[O:29])[C:22]([O:24][CH3:25])=[O:23]. No catalyst specified. The product is [C:31]([O:30][C:28]([NH:27][CH2:26][C@H:21]([NH:20][C:13](=[O:15])[C@@H:12]1[CH2:16][CH2:17][CH2:18][N:11]1[S:1]([C:4]1[CH:5]=[CH:6][C:7]([CH3:8])=[CH:9][CH:10]=1)(=[O:2])=[O:3])[C:22]([O:24][CH3:25])=[O:23])=[O:29])([CH3:34])([CH3:33])[CH3:32]. The yield is 0.810. (5) The reactants are [Br:1][C:2]1[C:3]([C:8]([OH:10])=[O:9])=[N:4][CH:5]=[CH:6][CH:7]=1.S(=O)(=O)(O)O.O.[CH3:17]O. No catalyst specified. The product is [CH3:17][O:9][C:8]([C:3]1[C:2]([Br:1])=[CH:7][CH:6]=[CH:5][N:4]=1)=[O:10]. The yield is 0.420. (6) The reactants are [Cl:1][C:2]1[C:7]([C:8]([CH3:10])=[CH2:9])=[CH:6][C:5]([NH:11][C:12](=[O:14])[CH3:13])=[C:4]([O:15][CH3:16])[CH:3]=1.[CH2:17](I)I.[Zn](CC)CC. The catalyst is C1(C)C=CC=CC=1. The product is [Cl:1][C:2]1[C:7]([C:8]2([CH3:17])[CH2:10][CH2:9]2)=[CH:6][C:5]([NH:11][C:12](=[O:14])[CH3:13])=[C:4]([O:15][CH3:16])[CH:3]=1. The yield is 0.770. (7) The reactants are Br[C:2]1[CH:10]=[CH:9][C:5]([C:6]([OH:8])=[O:7])=[C:4]([O:11][C:12]([F:15])([F:14])[F:13])[CH:3]=1.[CH:16]([B-](F)(F)F)=[CH2:17].[K+].C([O-])([O-])=O.[K+].[K+]. The catalyst is CS(C)=O.O. The product is [F:13][C:12]([F:15])([F:14])[O:11][C:4]1[CH:3]=[C:2]([CH:16]=[CH2:17])[CH:10]=[CH:9][C:5]=1[C:6]([OH:8])=[O:7]. The yield is 0.470.